This data is from Merck oncology drug combination screen with 23,052 pairs across 39 cell lines. The task is: Regression. Given two drug SMILES strings and cell line genomic features, predict the synergy score measuring deviation from expected non-interaction effect. (1) Drug 1: C#Cc1cccc(Nc2ncnc3cc(OCCOC)c(OCCOC)cc23)c1. Synergy scores: synergy=14.5. Drug 2: COC1CC2CCC(C)C(O)(O2)C(=O)C(=O)N2CCCCC2C(=O)OC(C(C)CC2CCC(OP(C)(C)=O)C(OC)C2)CC(=O)C(C)C=C(C)C(O)C(OC)C(=O)C(C)CC(C)C=CC=CC=C1C. Cell line: COLO320DM. (2) Drug 1: O=C(O)C1(Cc2cccc(Nc3nccs3)n2)CCC(Oc2cccc(Cl)c2F)CC1. Drug 2: CCC1(O)C(=O)OCc2c1cc1n(c2=O)Cc2cc3c(CN(C)C)c(O)ccc3nc2-1. Cell line: OVCAR3. Synergy scores: synergy=-12.2.